Dataset: Full USPTO retrosynthesis dataset with 1.9M reactions from patents (1976-2016). Task: Predict the reactants needed to synthesize the given product. (1) Given the product [S:1]1[C:5]([C:14]2[CH:15]=[C:16]3[C:21](=[CH:22][C:23]=2[N:24]([CH:26]([CH3:28])[CH3:27])[CH3:25])[CH:20]=[C:19]([C:29]([O:31][CH3:32])=[O:30])[CH:18]=[CH:17]3)=[CH:4][C:3]2[CH:9]=[CH:10][CH:11]=[CH:12][C:2]1=2, predict the reactants needed to synthesize it. The reactants are: [S:1]1[C:5](B(O)O)=[CH:4][C:3]2[CH:9]=[CH:10][CH:11]=[CH:12][C:2]1=2.Cl[C:14]1[CH:15]=[C:16]2[C:21](=[CH:22][C:23]=1[N:24]([CH:26]([CH3:28])[CH3:27])[CH3:25])[CH:20]=[C:19]([C:29]([O:31][CH3:32])=[O:30])[CH:18]=[CH:17]2.[O-]P([O-])([O-])=O.[K+].[K+].[K+]. (2) The reactants are: [Br:1][C:2]1[CH:10]=[CH:9][C:5]([CH:6]=[N:7][OH:8])=[C:4]([O:11][CH3:12])[CH:3]=1.[CH2:13]([OH:16])[CH:14]=[CH2:15].Cl[O-].[Na+]. Given the product [Br:1][C:2]1[CH:10]=[CH:9][C:5]([C:6]2[CH2:15][CH:14]([CH2:13][OH:16])[O:8][N:7]=2)=[C:4]([O:11][CH3:12])[CH:3]=1, predict the reactants needed to synthesize it. (3) Given the product [F:15][C:16]1[CH:17]=[CH:18][C:19]([C:22]2[CH:26]=[C:25]([C:27]([N:10]3[CH2:9][C@H:8]([CH2:11][CH2:12][CH3:13])[NH:7][C:6](=[O:14])[C@@H:5]3[CH2:1][CH:2]([CH3:4])[CH3:3])=[O:28])[O:24][N:23]=2)=[CH:20][CH:21]=1, predict the reactants needed to synthesize it. The reactants are: [CH2:1]([C@@H:5]1[NH:10][CH2:9][C@H:8]([CH2:11][CH2:12][CH3:13])[NH:7][C:6]1=[O:14])[CH:2]([CH3:4])[CH3:3].[F:15][C:16]1[CH:21]=[CH:20][C:19]([C:22]2[CH:26]=[C:25]([C:27](O)=[O:28])[O:24][N:23]=2)=[CH:18][CH:17]=1.C([C@@H]1N(C(=O)/C=C/C2C=CC=CC=2)C[C@H](CC(C)C)NC1=O)C(C)C. (4) Given the product [C:25]([C:24]1[C:27]([CH3:35])=[C:28]([N:36]=[N:1][C:2]2[S:3][C:4]([C:10]#[N:11])=[C:5]([CH3:9])[C:6]=2[C:7]#[N:8])[C:29]([NH:31][CH2:32][CH2:33][OH:34])=[N:30][C:23]=1[NH:22][CH2:21][CH2:20][OH:19])#[N:26], predict the reactants needed to synthesize it. The reactants are: [NH2:1][C:2]1[S:3][C:4]([C:10]#[N:11])=[C:5]([CH3:9])[C:6]=1[C:7]#[N:8].N(OS(=O)(=O)O)=O.[OH:19][CH2:20][CH2:21][NH:22][C:23]1[N:30]=[C:29]([NH:31][CH2:32][CH2:33][OH:34])[CH:28]=[C:27]([CH3:35])[C:24]=1[C:25]#[N:26].[NH3:36]. (5) Given the product [C:12]([O:11][C:9]([N:5]([CH2:6][CH2:7][Cl:8])[CH2:4][CH2:3][Cl:2])=[O:10])([CH3:15])([CH3:14])[CH3:13], predict the reactants needed to synthesize it. The reactants are: Cl.[Cl:2][CH2:3][CH2:4][NH:5][CH2:6][CH2:7][Cl:8].[C:9](O[C:9]([O:11][C:12]([CH3:15])([CH3:14])[CH3:13])=[O:10])([O:11][C:12]([CH3:15])([CH3:14])[CH3:13])=[O:10].C(N(CC)CC)C.O.